From a dataset of Forward reaction prediction with 1.9M reactions from USPTO patents (1976-2016). Predict the product of the given reaction. (1) Given the reactants C(OC(=O)[NH:7][C@@H:8]1[CH2:13][CH2:12][CH2:11][N:10]([C:14]2[N:22]([CH2:23][C:24]#[C:25][CH3:26])[C:21]3[C:20](=[O:27])[N:19]([CH2:28][C:29](=[O:36])[C:30]4[CH:35]=[CH:34][CH:33]=[CH:32][CH:31]=4)[CH:18]=[N:17][C:16]=3[C:15]=2[C:37]#[N:38])[CH2:9]1)(C)(C)C, predict the reaction product. The product is: [NH2:7][C@@H:8]1[CH2:13][CH2:12][CH2:11][N:10]([C:14]2[N:22]([CH2:23][C:24]#[C:25][CH3:26])[C:21]3[C:20](=[O:27])[N:19]([CH2:28][C:29](=[O:36])[C:30]4[CH:31]=[CH:32][CH:33]=[CH:34][CH:35]=4)[CH:18]=[N:17][C:16]=3[C:15]=2[C:37]#[N:38])[CH2:9]1. (2) Given the reactants [Cl:1][C:2]1[CH:3]=[C:4]([CH:9]2[CH2:17][C:16]3[C:11](=[CH:12][CH:13]=[C:14]([O:18][CH3:19])[CH:15]=3)[C:10]2=[O:20])[CH:5]=[C:6]([Cl:8])[CH:7]=1.C1CCN2C(=NCCC2)CC1.[C:32](I)([F:35])([F:34])[F:33].S(S([O-])=O)([O-])=O.[Na+].[Na+], predict the reaction product. The product is: [Cl:1][C:2]1[CH:3]=[C:4]([C:9]2([C:32]([F:35])([F:34])[F:33])[CH2:17][C:16]3[C:11](=[CH:12][CH:13]=[C:14]([O:18][CH3:19])[CH:15]=3)[C:10]2=[O:20])[CH:5]=[C:6]([Cl:8])[CH:7]=1.